Predict the product of the given reaction. From a dataset of Forward reaction prediction with 1.9M reactions from USPTO patents (1976-2016). (1) Given the reactants [CH3:1][C:2]1[O:6][C:5]([C:7]2[CH:8]=[CH:9][C:10]3[O:14][CH:13]=[C:12]([C:15]4[CH:20]=[CH:19][C:18]([OH:21])=[CH:17][CH:16]=4)[C:11]=3[CH:22]=2)=[N:4][N:3]=1.[CH3:23][S:24](Cl)(=[O:26])=[O:25].C(=O)([O-])[O-].[K+].[K+], predict the reaction product. The product is: [CH3:23][S:24]([O:21][C:18]1[CH:17]=[CH:16][C:15]([C:12]2[C:11]3[CH:22]=[C:7]([C:5]4[O:6][C:2]([CH3:1])=[N:3][N:4]=4)[CH:8]=[CH:9][C:10]=3[O:14][CH:13]=2)=[CH:20][CH:19]=1)(=[O:26])=[O:25]. (2) Given the reactants [CH2:1]([O:3][C:4]([C:6]1([C:9]2[N:14]=[C:13]3[N:15]([CH3:19])[N:16]=[C:17](N)[C:12]3=[C:11]([C:20]3[CH:25]=[CH:24][C:23]([NH:26][C:27]([NH:29][C:30]4[CH:35]=[CH:34][CH:33]=[C:32]([C:36]([F:39])([F:38])[F:37])[CH:31]=4)=[O:28])=[CH:22][CH:21]=3)[CH:10]=2)[CH2:8][CH2:7]1)=[O:5])[CH3:2].S(=O)(=O)(O)O.N([O-])=O.[Na+], predict the reaction product. The product is: [CH2:1]([O:3][C:4]([C:6]1([C:9]2[N:14]=[C:13]3[N:15]([CH3:19])[N:16]=[CH:17][C:12]3=[C:11]([C:20]3[CH:21]=[CH:22][C:23]([NH:26][C:27]([NH:29][C:30]4[CH:35]=[CH:34][CH:33]=[C:32]([C:36]([F:39])([F:38])[F:37])[CH:31]=4)=[O:28])=[CH:24][CH:25]=3)[CH:10]=2)[CH2:8][CH2:7]1)=[O:5])[CH3:2]. (3) Given the reactants [CH2:1]([O:3][C:4](=[O:17])[C:5]([O:8][C:9]1[CH:14]=[CH:13][C:12]([CH2:15][NH2:16])=[CH:11][CH:10]=1)([CH3:7])[CH3:6])[CH3:2].[F:18][C:19]([F:40])([F:39])[C:20]1[C:25]([C:26](O)=[O:27])=[CH:24][N:23]=[C:22]([C:29]2[CH:34]=[CH:33][C:32]([C:35]([F:38])([F:37])[F:36])=[CH:31][CH:30]=2)[CH:21]=1.COC(=O)C1C(C(F)(F)F)=CC(C2C=CC(C(F)(F)F)=CC=2)=NC=1, predict the reaction product. The product is: [CH2:1]([O:3][C:4](=[O:17])[C:5]([CH3:7])([O:8][C:9]1[CH:10]=[CH:11][C:12]([CH2:15][NH:16][C:26]([C:25]2[CH:24]=[N:23][C:22]([C:29]3[CH:34]=[CH:33][C:32]([C:35]([F:38])([F:36])[F:37])=[CH:31][CH:30]=3)=[CH:21][C:20]=2[C:19]([F:18])([F:39])[F:40])=[O:27])=[CH:13][CH:14]=1)[CH3:6])[CH3:2]. (4) The product is: [C:14]1([N:13]2[CH:12]=[CH:11][N:23]=[CH:22]2)[CH:15]=[CH:6][CH:7]=[CH:8][CH:9]=1. Given the reactants O.N1[C:15]2[C:6](=[CH:7][CH:8]=[C:9]3[C:14]=2[N:13]=[CH:12][CH:11]=C3)C=CC=1.C1([C:22]2[NH:23]C=CN=2)C=CC=CC=1.C(=O)([O-])[O-].[K+].[K+].IC1C=CC=CC=1, predict the reaction product. (5) Given the reactants [CH3:1][C:2]1[CH:7]=[CH:6][C:5]([CH:8]([C:16]([O:18][C:19]([CH3:22])([CH3:21])[CH3:20])=[O:17])[C:9]([O:11][C:12]([CH3:15])([CH3:14])[CH3:13])=[O:10])=[C:4]([N+:23]([O-])=O)[CH:3]=1, predict the reaction product. The product is: [NH2:23][C:4]1[CH:3]=[C:2]([CH3:1])[CH:7]=[CH:6][C:5]=1[CH:8]([C:9]([O:11][C:12]([CH3:15])([CH3:14])[CH3:13])=[O:10])[C:16]([O:18][C:19]([CH3:22])([CH3:20])[CH3:21])=[O:17]. (6) Given the reactants N(C(OC(C)(C)C)=O)(C)[C@H](C(N[C@H:10]([C:14]([OH:16])=[O:15])[CH:11](C)C)=O)[C@H](CC)C.CC1C=C(C)C(S(N2N=C([N+]([O-])=O)N=C2)(=O)=[O:34])=C(C)C=1.C[C:46]1[NH:47][CH:48]=[CH:49][N:50]=1, predict the reaction product. The product is: [CH:48]1[N:47]=[CH:46][NH:50][C:49]=1[CH2:11][C@H:10]([OH:34])[C:14]([OH:16])=[O:15].